From a dataset of Drug-target binding data from BindingDB using Ki measurements. Regression. Given a target protein amino acid sequence and a drug SMILES string, predict the binding affinity score between them. We predict pKi (pKi = -log10(Ki in M); higher means stronger inhibition). Dataset: bindingdb_ki. (1) The pKi is 7.2. The small molecule is COC(=O)[C@@H]1C[C@H](OC(C)=O)C(=O)[C@H]2[C@@]1(C)CC[C@H]1C(=O)O[C@H](c3ccoc3)C[C@]21C. The target protein sequence is MDSPIQIFRGEPGPTCAPSACLPPNSSAWFPGWAEPDSNGSAGSEDAQLEPAHISPAIPVIITAVYSVVFVVGLVGNSLVMFVIIRYTKMKTATNIYIFNLALADALVTTTMPFQSTVYLMNSWPFGDVLCKIVISIDYYNAFTSIFTLTMMSVDRYIAVCHPVKALDFRTPLKAKIINICIWLLSSSVGISAIVLGGTKVREDVDVIECSLQFPDDDYSWWDLFMKICVFIFAFVIPVLIIIVCYTLMILRLKSVRLLSGSREKDRNLRRITRLVLVVVAVFVVCWTPIHIFILVEALGSTSHSTAALSSYYFCIALGYTNSSLNPILYAFLDENFKRCFRDFCFPLKMRMERQSTSRVRNTVQDPAYLRDIDGMNKPV. (2) The small molecule is O=C(O)COc1cccc(C(=O)O)c1. The target protein (P00898) has sequence MQTPKPTLELLTCDAAYRENPTALFHQVCGDRPATLLLESADIDSKDDLKSLLLVDSALRITALGDTVTIQALSDNGASLLPLLDTALPAGVENDVLPAGRVLRFPPVSPLLDEDARLCSLSVFDAFRLLQGVVNIPTQEREAMFFGGLFAYDLVAGFEALPHLEAGNNCPDYCFYLAETLMVIDHQKKSTRIQASLFTASDREKQRLNARLAYLSQQLTQPAPPLPVTPVPDMRCECNQSDDAFGAVVRQLQKAIRAGEIFQVVPSRRFSLPCPSPLAAYYVLKKSNPSPYMFFMQDNDFTLFGASPESSLKYDAASRQIEIYPIAGTRPRGRRADGTLDRDLDSRIELDMRTDHKELSEHLMLVDLARNDLARICTPGSRYVADLTKVDRYSYVMHLVSRVVGELRHDLDALHAYRACMNMGTLSGAPKVRAMQLIADAEGQRRGSYGGAVGYFTAHGDLDTCIVIRSALVENGIATVQAGAGIVLDSVPQSEADETR.... The pKi is 3.7. (3) The drug is O=C1NCC=CCN1C1O[C@H](CO)[C@@H](O)[C@H]1O. The target protein (P56389) has sequence MAQERPSCAVEPEHVQRLLLSSREAKKSAYCPYSRFPVGAALLTGDGRIFSGCNIENACYPLGVCAERTAIQKAISEGYKDFRAIAISSDLQEEFISPCGACRQVMREFGTDWAVYMTKPDGTFVVRTVQELLPASFGPEDLQKIQ. The pKi is 7.2. (4) The drug is CN1CCN(C2=Nc3cc(Cl)ccc3Nc3ccccc32)CC1. The target protein (P18090) has sequence MGAGALALGASEPCNLSSAAPLPDGAATAARLLVLASPPASLLPPASEGSAPLSQQWTAGMGLLLALIVLLIVVGNVLVIVAIAKTPRLQTLTNLFIMSLASADLVMGLLVVPFGATIVVWGRWEYGSFFCELWTSVDVLCVTASIETLCVIALDRYLAITLPFRYQSLLTRARARALVCTVWAISALVSFLPILMHWWRAESDEARRCYNDPKCCDFVTNRAYAIASSVVSFYVPLCIMAFVYLRVFREAQKQVKKIDSCERRFLTGPPRPPSPAPSPSPGPPRPADSLANGRSSKRRPSRLVALREQKALKTLGIIMGVFTLCWLPFFLANVVKAFHRDLVPDRLFVFFNWLGYANSAFNPIIYCRSPDFRKAFQRLLCCARRAACRRRAAHGDRPRASGCLARAGPPPSPGAPSDDDDDDAGATPPARLLEPWAGCNGGTTTVDSDSSLDEPGRQGFSSESKV. The pKi is 4.6. (5) The compound is C[C@@H](O)[C@H](N)C(=O)N[C@@](O)(CC(=O)O)C(=O)O. The target protein (P51907) has sequence MGKPTSSGCDWRRFLRNHWLLLSTVAAVVLGIVVGVLVRGHSELSNLDKFYFAFPGEILMRMLKLVILPLIISSMITGVAALDSNVSGKIGLRAVVYYFSTTVIAVILGIVLVVSIKPGVTQKVNEINRTGKTPEVSTVDAMLDLIRNMFPENLVQACFQQYKTKREEVKPASDPGGNQTEVSVTTAMTTMSENKTKEYKIVGLYSDGINVLGLIIFCLVFGLVIGKMGEKGQILVDFFNALSDATMKIVQIIMCYMPIGILFLIAGKIIEVEDWEIFRKLGLYMATVLSGLAIHSLVVLPLIYFIVVRKNPFRFALGMAQALLTALMISSSSATLPVTFRCAEEKNHVDKRITRFVLPVGATINMDGTALYEAVAAVFIAQLNGMDLSIGQIITISITATAASIGAAGVPQAGLVTMVIVLSAVGLPAEDVTLIIAVDWLLDRFRTMVNVLGDAFGTGIVEKLSKKELEQVDVSSEVNIVNPFALEPTILDNEDSDTKK.... The pKi is 5.3. (6) The drug is CCc1c(-c2ccccc2)c(-c2ccccc2)nn1-c1ccccc1-c1cccc(OCC(=O)O)c1. The target protein (P70623) has sequence MCDAFVGTWKLVSSENFDDYMKEVGVGFATRKVAGMAKPNLIISVEGDLVVIRSESTFKNTEISFKLGVEFDEITPDDRKVKSIITLDGGVLVHVQKWDGKSTTIKKRRDGDKLVVECVMKGVTSTRVYERA. The pKi is 7.5. (7) The drug is Clc1ccc(N2CCCN(CCCc3cc4ccccc4o3)CC2)cc1. The target protein (P35462) has sequence MASLSQLSSHLNYTCGAENSTGASQARPHAYYALSYCALILAIVFGNGLVCMAVLKERALQTTTNYLVVSLAVADLLVATLVMPWVVYLEVTGGVWNFSRICCDVFVTLDVMMCTASILNLCAISIDRYTAVVMPVHYQHGTGQSSCRRVALMITAVWVLAFAVSCPLLFGFNTTGDPTVCSISNPDFVIYSSVVSFYLPFGVTVLVYARIYVVLKQRRRKRILTRQNSQCNSVRPGFPQQTLSPDPAHLELKRYYSICQDTALGGPGFQERGGELKREEKTRNSLSPTIAPKLSLEVRKLSNGRLSTSLKLGPLQPRGVPLREKKATQMVAIVLGAFIVCWLPFFLTHVLNTHCQTCHVSPELYSATTWLGYVNSALNPVIYTTFNIEFRKAFLKILSC. The pKi is 5.8. (8) The compound is CC(C)c1nc(N(C)S(C)(=O)=O)nc(-c2ccc(F)cc2)c1/C=C/[C@@H](O)C[C@@H](O)CC(=O)O. The target protein (O70127) has sequence MSDSVILRSVKKFGEENHAFESDGSHNNDKKSRLQDKMKEGDIRVGFFELFRFSSSKDIWLMLMGGVCALLHGMAQPGILIIFGIMTDIFIKYDIERQELEIPGKACVNNTIVWINSSFHQNMTNGTVCGLVDIESEMIKFSGIYAGVGMTVLILGYFQIRLWVITGARQIRRMRKIYFRRIMRMEIGWFDCTSVGELNSRFADDIEKINDAIADQLAHFLQRMSTAMCGLLLGFYRGWKLTLVILAVSPLIGIGAAVIGLSIAKFTELELKAYAKAGSIADEVLSSIRTVAAFGGENKEVERYEKNLVFAQRWGIWKGMVMGFFTGYMWCLIFFCYALAFWYGSTLVLDEEEYTPGTLVQIFLCVILAAMNIGHASSCLEIFSTGCSAATNIFQTIDRQPVIDCMSGDGYKLDRIKGEIEFHNVTFHYPSRPDVKILDNLSMVIKPGETTALVGSSGAGKSTALQLIQRFYDPCEGMVTLDGHDIRSLNIRWLRDQIGI.... The pKi is 5.0. (9) The compound is CN1CCC[C@H]1c1cccnc1. The target protein sequence is MLVSVYLALLVACVGQAHSQANLMRLKSDLFNRSPMYPGPTKDDPLTVTLGFTLQDIVKADSSTNEVDLVYYEQQRWKLNSLMWDPNEYGNITDFRTSAADIWTPDITAYSSTRPVQVLSPQIAVVTHDGSVMFIPAQRLSFMCDPTGVDSEEGATCAVKFGSWVYSGFEIDLKTDTDQVDLSSYYASSKYEILSATQTRQVQHYSCCPEPYIDVNLVVKFRERRAGNGFFRNLFD. The pKi is 6.5.